From a dataset of Full USPTO retrosynthesis dataset with 1.9M reactions from patents (1976-2016). Predict the reactants needed to synthesize the given product. (1) Given the product [CH:1]1([C:4]2[CH:5]=[C:6]([CH:38]=[CH:39][CH:40]=2)[CH2:7][N:8]2[C@@H:16]3[C@H:11]([C@H:12]([CH2:19][C:20]4[CH:25]=[CH:24][C:23]([O:26][CH3:27])=[C:22]([CH2:7][C:6]5[CH:38]=[CH:39][CH:40]=[C:4]([CH2:1][CH2:2][CH3:3])[CH:5]=5)[CH:21]=4)[CH2:13][S:14](=[O:18])(=[O:17])[CH2:15]3)[O:10][C:9]2=[O:37])[CH2:3][CH2:2]1, predict the reactants needed to synthesize it. The reactants are: [CH:1]1([C:4]2[CH:5]=[C:6]([CH:38]=[CH:39][CH:40]=2)[CH2:7][N:8]2[C@@H:16]3[C@H:11]([C@H:12]([CH2:19][C:20]4[CH:25]=[CH:24][C:23]([O:26][CH3:27])=[C:22](B5OC(C)(C)C(C)(C)O5)[CH:21]=4)[CH2:13][S:14](=[O:18])(=[O:17])[CH2:15]3)[O:10][C:9]2=[O:37])[CH2:3][CH2:2]1.C([O-])([O-])=O.[K+].[K+]. (2) Given the product [CH3:35][N:36]([CH3:37])[C:4]([C@@H:3]([NH:7][C:8]([C:10]1[CH:34]=[CH:33][C:13]2[N:14]([CH3:32])[C:15]([NH:17][C:18]3[S:19][C:20]4[CH:26]=[C:25]([O:27][C:28]([F:31])([F:30])[F:29])[CH:24]=[CH:23][C:21]=4[N:22]=3)=[N:16][C:12]=2[CH:11]=1)=[O:9])[CH2:2][OH:1])=[O:5], predict the reactants needed to synthesize it. The reactants are: [OH:1][CH2:2][C@H:3]([NH:7][C:8]([C:10]1[CH:34]=[CH:33][C:13]2[N:14]([CH3:32])[C:15]([NH:17][C:18]3[S:19][C:20]4[CH:26]=[C:25]([O:27][C:28]([F:31])([F:30])[F:29])[CH:24]=[CH:23][C:21]=4[N:22]=3)=[N:16][C:12]=2[CH:11]=1)=[O:9])[C:4](O)=[O:5].[CH3:35][NH:36][CH3:37].CN(C(ON1N=NC2C=CC=CC1=2)=[N+](C)C)C.F[P-](F)(F)(F)(F)F.CCN(C(C)C)C(C)C. (3) Given the product [CH3:28][S:29]([O:27][CH2:26][C@H:15]1[N:14]([S:11]([C:22]2[CH:23]=[CH:24][CH:25]=[C:37]3[C:36]=2[N:14]=[CH:21][CH:20]=[CH:19]3)(=[O:13])=[O:12])[CH2:21][C:20]2[CH:22]=[CH:23][CH:24]=[CH:25][C:19]=2[CH2:18][O:17][CH2:16]1)(=[O:31])=[O:30], predict the reactants needed to synthesize it. The reactants are: N1C2C(=C([S:11]([N:14]3[CH2:21][C:20]4[CH:22]=[CH:23][CH:24]=[CH:25][C:19]=4[CH2:18][O:17][CH2:16][C@H:15]3[CH2:26][OH:27])(=[O:13])=[O:12])C=CC=2)C=CC=1.[CH3:28][S:29](Cl)(=[O:31])=[O:30].CC(=O)O[CH2:36][CH3:37].